Predict which catalyst facilitates the given reaction. From a dataset of Catalyst prediction with 721,799 reactions and 888 catalyst types from USPTO. (1) Reactant: [C:1]([C:3]1[CH:4]=[C:5]([CH:10]=[CH:11][CH:12]=1)[C:6]([O:8][CH3:9])=[O:7])#[N:2].[N-:13]=[N+:14]=[N-:15].[Na+].Cl.C(N(CC)CC)C. Product: [NH:13]1[C:1]([C:3]2[CH:4]=[C:5]([CH:10]=[CH:11][CH:12]=2)[C:6]([O:8][CH3:9])=[O:7])=[N:2][N:15]=[N:14]1. The catalyst class is: 93. (2) Reactant: [Br:1][C:2]1[CH:7]=[CH:6][CH:5]=[CH:4][C:3]=1[S:8][C:9]1([C:15]([O:17]C)=[O:16])[CH2:14][CH2:13][CH2:12][CH2:11][CH2:10]1.[OH-].[Na+]. Product: [Br:1][C:2]1[CH:7]=[CH:6][CH:5]=[CH:4][C:3]=1[S:8][C:9]1([C:15]([OH:17])=[O:16])[CH2:14][CH2:13][CH2:12][CH2:11][CH2:10]1. The catalyst class is: 5. (3) Reactant: [F:1][C:2]1([F:20])[CH2:7][N:6]([C:8](=[O:16])[C:9]2[CH:14]=[CH:13][C:12]([F:15])=[CH:11][CH:10]=2)[CH2:5][CH:4]([C:17]([OH:19])=O)[CH2:3]1.[CH:21]1[CH:26]=[N:25][C:24]2[N:27](O)N=[N:29][C:23]=2[CH:22]=1.CCN=C=NCCCN(C)C.Cl.ONC(C1NC=CC=1)=N. Product: [F:20][C:2]1([F:1])[CH2:3][CH:4]([C:17]2[O:19][N:27]=[C:24]([C:23]3[NH:29][CH:26]=[CH:21][CH:22]=3)[N:25]=2)[CH2:5][N:6]([C:8]([C:9]2[CH:10]=[CH:11][C:12]([F:15])=[CH:13][CH:14]=2)=[O:16])[CH2:7]1. The catalyst class is: 12. (4) Reactant: [NH2:1][C:2]1[CH:10]=[CH:9][C:5]([C:6]([OH:8])=O)=[CH:4][C:3]=1[O:11][CH3:12].[CH2:13]([N:15]1[CH2:19][CH2:18][C@@H:17]([NH2:20])[CH2:16]1)[CH3:14].CCN(C(C)C)C(C)C.CN(C(ON1N=NC2C=CC=NC1=2)=[N+](C)C)C.F[P-](F)(F)(F)(F)F. Product: [NH2:1][C:2]1[CH:10]=[CH:9][C:5]([C:6]([NH:20][C@@H:17]2[CH2:18][CH2:19][N:15]([CH2:13][CH3:14])[CH2:16]2)=[O:8])=[CH:4][C:3]=1[O:11][CH3:12]. The catalyst class is: 3. (5) Reactant: [N:1]1([C:7]2([CH2:13][OH:14])[CH2:12][CH2:11][NH:10][CH2:9][CH2:8]2)[CH2:6][CH2:5][CH2:4][CH2:3][CH2:2]1.[C:15]([O:19][C:20]([NH:22][C@H:23]([CH2:27][C:28]1[CH:33]=[CH:32][C:31]([Cl:34])=[CH:30][CH:29]=1)[C:24](O)=[O:25])=[O:21])([CH3:18])([CH3:17])[CH3:16].ON1C2C=CC=CC=2N=N1.CN(C)CCCN=C=NCC.C(N(CC)C(C)C)(C)C.FC(F)(F)C(O)=O. Product: [C:15]([O:19][C:20](=[O:21])[NH:22][C@H:23]([CH2:27][C:28]1[CH:29]=[CH:30][C:31]([Cl:34])=[CH:32][CH:33]=1)[C:24]([N:10]1[CH2:11][CH2:12][C:7]([CH2:13][OH:14])([N:1]2[CH2:6][CH2:5][CH2:4][CH2:3][CH2:2]2)[CH2:8][CH2:9]1)=[O:25])([CH3:18])([CH3:16])[CH3:17]. The catalyst class is: 9. (6) Reactant: [CH2:1]([C:3]1[C:7]([C:8]([N:10]2[CH2:16][CH2:15][CH2:14][N:13]([CH2:17][CH2:18][OH:19])[CH2:12][CH2:11]2)=[O:9])=[C:6]([CH2:20][CH3:21])[N:5]([C:22]2[CH:27]=[CH:26][CH:25]=[C:24]([C:28]#[C:29][CH2:30][CH2:31][CH2:32][CH3:33])[CH:23]=2)[N:4]=1)[CH3:2]. Product: [CH2:1]([C:3]1[C:7]([C:8]([N:10]2[CH2:16][CH2:15][CH2:14][N:13]([CH2:17][CH2:18][OH:19])[CH2:12][CH2:11]2)=[O:9])=[C:6]([CH2:20][CH3:21])[N:5]([C:22]2[CH:27]=[CH:26][CH:25]=[C:24]([CH2:28][CH2:29][CH2:30][CH2:31][CH2:32][CH3:33])[CH:23]=2)[N:4]=1)[CH3:2]. The catalyst class is: 19. (7) Reactant: [CH3:1][N:2]([CH3:29])[C@H:3]1[CH2:7][CH2:6][N:5]([C:8]2[C:13]([C:14]3[O:15][C:16](=[O:28])[C:17]4[C:23]([CH2:24][CH3:25])=[CH:22][C:21]([O:26][CH3:27])=[CH:20][C:18]=4[N:19]=3)=[CH:12][CH:11]=[CH:10][N:9]=2)[CH2:4]1.[CH3:30]I. Product: [C:16]([O-:28])(=[O:15])[CH3:17].[CH2:24]([C:23]1[C:17]2[C:16](=[O:28])[O:15][C:14]([C:13]3[C:8]([N:5]4[CH2:6][CH2:7][CH:3]([N+:2]([CH3:30])([CH3:1])[CH3:29])[CH2:4]4)=[N:9][CH:10]=[CH:11][CH:12]=3)=[N:19][C:18]=2[CH:20]=[C:21]([O:26][CH3:27])[CH:22]=1)[CH3:25]. The catalyst class is: 4.